Task: Regression. Given two drug SMILES strings and cell line genomic features, predict the synergy score measuring deviation from expected non-interaction effect.. Dataset: NCI-60 drug combinations with 297,098 pairs across 59 cell lines (1) Drug 1: CC1=C(C=C(C=C1)NC2=NC=CC(=N2)N(C)C3=CC4=NN(C(=C4C=C3)C)C)S(=O)(=O)N.Cl. Drug 2: CC1=C2C(C(=O)C3(C(CC4C(C3C(C(C2(C)C)(CC1OC(=O)C(C(C5=CC=CC=C5)NC(=O)OC(C)(C)C)O)O)OC(=O)C6=CC=CC=C6)(CO4)OC(=O)C)O)C)O. Cell line: UO-31. Synergy scores: CSS=25.2, Synergy_ZIP=0.809, Synergy_Bliss=7.08, Synergy_Loewe=-1.95, Synergy_HSA=9.49. (2) Drug 1: C1CC(C1)(C(=O)O)C(=O)O.[NH2-].[NH2-].[Pt+2]. Drug 2: C1CN1C2=NC(=NC(=N2)N3CC3)N4CC4. Cell line: SN12C. Synergy scores: CSS=45.3, Synergy_ZIP=-0.411, Synergy_Bliss=1.09, Synergy_Loewe=-20.4, Synergy_HSA=1.99. (3) Drug 1: CCC1=CC2CC(C3=C(CN(C2)C1)C4=CC=CC=C4N3)(C5=C(C=C6C(=C5)C78CCN9C7C(C=CC9)(C(C(C8N6C)(C(=O)OC)O)OC(=O)C)CC)OC)C(=O)OC.C(C(C(=O)O)O)(C(=O)O)O. Drug 2: C1=CC(=CC=C1CC(C(=O)O)N)N(CCCl)CCCl.Cl. Cell line: SK-MEL-5. Synergy scores: CSS=24.2, Synergy_ZIP=-0.0761, Synergy_Bliss=2.83, Synergy_Loewe=-21.1, Synergy_HSA=0.00929. (4) Drug 1: CN(C)N=NC1=C(NC=N1)C(=O)N. Drug 2: CC1=C(C=C(C=C1)C(=O)NC2=CC(=CC(=C2)C(F)(F)F)N3C=C(N=C3)C)NC4=NC=CC(=N4)C5=CN=CC=C5. Cell line: IGROV1. Synergy scores: CSS=8.23, Synergy_ZIP=-4.77, Synergy_Bliss=-0.538, Synergy_Loewe=-2.02, Synergy_HSA=-1.56. (5) Drug 1: C1=NC2=C(N1)C(=S)N=C(N2)N. Drug 2: CC1=C(N=C(N=C1N)C(CC(=O)N)NCC(C(=O)N)N)C(=O)NC(C(C2=CN=CN2)OC3C(C(C(C(O3)CO)O)O)OC4C(C(C(C(O4)CO)O)OC(=O)N)O)C(=O)NC(C)C(C(C)C(=O)NC(C(C)O)C(=O)NCCC5=NC(=CS5)C6=NC(=CS6)C(=O)NCCC[S+](C)C)O. Cell line: SF-268. Synergy scores: CSS=48.9, Synergy_ZIP=0.797, Synergy_Bliss=3.06, Synergy_Loewe=-4.35, Synergy_HSA=5.15. (6) Drug 1: CN(C)N=NC1=C(NC=N1)C(=O)N. Drug 2: CC1=C(N=C(N=C1N)C(CC(=O)N)NCC(C(=O)N)N)C(=O)NC(C(C2=CN=CN2)OC3C(C(C(C(O3)CO)O)O)OC4C(C(C(C(O4)CO)O)OC(=O)N)O)C(=O)NC(C)C(C(C)C(=O)NC(C(C)O)C(=O)NCCC5=NC(=CS5)C6=NC(=CS6)C(=O)NCCC[S+](C)C)O. Cell line: HCC-2998. Synergy scores: CSS=-3.02, Synergy_ZIP=1.48, Synergy_Bliss=0.545, Synergy_Loewe=-1.76, Synergy_HSA=-1.55.